From a dataset of Forward reaction prediction with 1.9M reactions from USPTO patents (1976-2016). Predict the product of the given reaction. (1) Given the reactants [Cl:1][C:2]1[CH:3]=[C:4]2[NH:11][CH2:10][CH2:9][N:5]2[C:6](=[O:8])[N:7]=1.[CH:12]1(B(O)O)[CH2:14][CH2:13]1.N1C=CC(C2C=CN=CC=2)=CC=1.C([O-])([O-])=O.[Na+].[Na+], predict the reaction product. The product is: [Cl:1][C:2]1[CH:3]=[C:4]2[N:11]([CH:12]3[CH2:14][CH2:13]3)[CH2:10][CH2:9][N:5]2[C:6](=[O:8])[N:7]=1. (2) The product is: [CH2:1]([C:3]1[N:7]([C:8]2[N:16]=[C:15]3[C:11]([N:12]=[C:13]([CH2:18][N:30]4[CH2:31][CH:32]([N:34]5[CH2:39][CH2:38][NH:37][C:36](=[O:40])[CH2:35]5)[CH2:33]4)[N:14]3[CH3:17])=[C:10]([N:20]3[CH2:25][CH2:24][O:23][CH2:22][CH2:21]3)[N:9]=2)[C:6]2[CH:26]=[CH:27][CH:28]=[CH:29][C:5]=2[N:4]=1)[CH3:2]. Given the reactants [CH2:1]([C:3]1[N:7]([C:8]2[N:16]=[C:15]3[C:11]([N:12]=[C:13]([CH:18]=O)[N:14]3[CH3:17])=[C:10]([N:20]3[CH2:25][CH2:24][O:23][CH2:22][CH2:21]3)[N:9]=2)[C:6]2[CH:26]=[CH:27][CH:28]=[CH:29][C:5]=2[N:4]=1)[CH3:2].[NH:30]1[CH2:33][CH:32]([N:34]2[CH2:39][CH2:38][NH:37][C:36](=[O:40])[CH2:35]2)[CH2:31]1.ClCCCl.C(O[BH-](OC(=O)C)OC(=O)C)(=O)C.[Na+], predict the reaction product.